From a dataset of Full USPTO retrosynthesis dataset with 1.9M reactions from patents (1976-2016). Predict the reactants needed to synthesize the given product. (1) Given the product [C:6]([NH:10][C:11](=[O:12])[OH:13])([CH3:9])([CH3:8])[CH3:7].[CH:17]1([S:18]([NH2:21])(=[O:20])=[O:19])[CH2:15][CH2:16]1, predict the reactants needed to synthesize it. The reactants are: C([Li])CCC.[C:6]([NH:10][C:11](=[O:13])[OH:12])([CH3:9])([CH3:8])[CH3:7].Cl[CH2:15][CH2:16][CH2:17][S:18]([NH2:21])(=[O:20])=[O:19]. (2) Given the product [C:25]([C:23]1[CH:22]=[CH:21][C:20]([OH:27])=[C:19]([S:16]([NH:15][CH2:14][CH2:13][C:12]2[CH:11]=[CH:10][C:9]([C:28]3[CH:33]=[CH:32][CH:31]=[CH:30][C:29]=3[S:34]([CH3:37])(=[O:36])=[O:35])=[CH:8][C:7]=2[O:6][CH2:5][C:4]([OH:38])=[O:3])(=[O:17])=[O:18])[CH:24]=1)#[N:26], predict the reactants needed to synthesize it. The reactants are: C([O:3][C:4](=[O:38])[CH2:5][O:6][C:7]1[CH:8]=[C:9]([C:28]2[CH:33]=[CH:32][CH:31]=[CH:30][C:29]=2[S:34]([CH3:37])(=[O:36])=[O:35])[CH:10]=[CH:11][C:12]=1[CH2:13][CH2:14][NH:15][S:16]([C:19]1[CH:24]=[C:23]([C:25]#[N:26])[CH:22]=[CH:21][C:20]=1[OH:27])(=[O:18])=[O:17])C.[OH-].[Na+].Cl.